From a dataset of Forward reaction prediction with 1.9M reactions from USPTO patents (1976-2016). Predict the product of the given reaction. Given the reactants C(O)(C(F)(F)F)=O.C([O:12][C:13](=[O:53])[C@@H:14]([NH:39][S:40]([C:43]1[C:52]2[C:47](=[CH:48][CH:49]=[CH:50][CH:51]=2)[CH:46]=[CH:45][CH:44]=1)(=[O:42])=[O:41])[CH2:15][NH:16][C:17]1[C:18]2[CH:26]=[CH:25][N:24]([CH2:27][CH2:28][CH2:29][C:30](=[O:38])[NH:31][C:32]3[NH:33][CH2:34][CH2:35][CH2:36][N:37]=3)[C:19]=2[N:20]=[C:21]([CH3:23])[N:22]=1)(C)(C)C, predict the reaction product. The product is: [CH3:23][C:21]1[N:22]=[C:17]([NH:16][CH2:15][C@H:14]([NH:39][S:40]([C:43]2[C:52]3[C:47](=[CH:48][CH:49]=[CH:50][CH:51]=3)[CH:46]=[CH:45][CH:44]=2)(=[O:41])=[O:42])[C:13]([OH:53])=[O:12])[C:18]2[CH:26]=[CH:25][N:24]([CH2:27][CH2:28][CH2:29][C:30](=[O:38])[NH:31][C:32]3[NH:33][CH2:34][CH2:35][CH2:36][N:37]=3)[C:19]=2[N:20]=1.